Predict the reactants needed to synthesize the given product. From a dataset of Full USPTO retrosynthesis dataset with 1.9M reactions from patents (1976-2016). (1) Given the product [CH2:2]([C:9]1[C:13]2[C:14]([O:18][CH2:19][C:20]3[CH:21]=[CH:22][C:23]([F:26])=[CH:24][CH:25]=3)=[N:15][CH:16]=[CH:17][C:12]=2[NH:11][C:10]=1[CH3:27])[C:3]1[CH:4]=[CH:5][CH:6]=[CH:7][CH:8]=1, predict the reactants needed to synthesize it. The reactants are: Cl.[CH2:2]([C:9]1[C:13]2[C:14]([O:18][CH2:19][C:20]3[CH:25]=[CH:24][C:23]([F:26])=[CH:22][CH:21]=3)=[N:15][CH:16]=[CH:17][C:12]=2[NH:11][C:10]=1[CH3:27])[C:3]1[CH:8]=[CH:7][CH:6]=[CH:5][CH:4]=1.C(=O)(O)[O-].[Na+]. (2) Given the product [Br:13][C:14]1[CH:15]=[C:16]([F:21])[CH:17]=[C:18]([O:10][C:8]([CH3:11])([CH3:9])[CH3:7])[CH:19]=1, predict the reactants needed to synthesize it. The reactants are: CC(N(C)C)=O.[CH3:7][C:8]([CH3:11])([O-:10])[CH3:9].[Na+].[Br:13][C:14]1[CH:19]=[C:18](F)[CH:17]=[C:16]([F:21])[CH:15]=1. (3) Given the product [CH3:1][O:2][C:3]1[CH:4]=[C:5]2[C:10](=[CH:11][C:12]=1[O:13][CH3:14])[N:9]=[CH:8][CH:7]=[C:6]2[O:15][C:16]1[CH:17]=[CH:18][C:19]([NH:22][CH2:23][CH2:24][O:25][C:26]2[CH:27]=[CH:28][C:29]([O:32][CH3:33])=[CH:30][CH:31]=2)=[CH:20][CH:21]=1, predict the reactants needed to synthesize it. The reactants are: [CH3:1][O:2][C:3]1[CH:4]=[C:5]2[C:10](=[CH:11][C:12]=1[O:13][CH3:14])[N:9]=[CH:8][CH:7]=[C:6]2[O:15][C:16]1[CH:21]=[CH:20][C:19]([NH:22][C:23](=O)[CH2:24][O:25][C:26]2[CH:31]=[CH:30][C:29]([O:32][CH3:33])=[CH:28][CH:27]=2)=[CH:18][CH:17]=1.Cl.[OH-].[Na+]. (4) Given the product [CH2:1]([O:2][C:3]([C:5]1[S:9][C:8]([C:35](=[O:36])[C:34]2[CH:38]=[CH:39][C:31]([CH2:30][O:29][C:25]3[CH:24]=[N:23][CH:28]=[CH:27][CH:26]=3)=[CH:32][C:33]=2[C:40]2[CH:45]=[CH:44][CH:43]=[CH:42][CH:41]=2)=[N:7][C:6]=1[CH2:11][CH3:12])=[O:4])[CH3:46], predict the reactants needed to synthesize it. The reactants are: [CH3:1][O:2][C:3]([C:5]1[S:9][C:8](N)=[N:7][C:6]=1[CH2:11][CH3:12])=[O:4].C[Si](C)(C)[N-][Si](C)(C)C.[Li+].[N:23]1[CH:28]=[CH:27][CH:26]=[C:25]([O:29][CH2:30][C:31]2[CH:39]=[CH:38][C:34]([C:35](O)=[O:36])=[C:33]([C:40]3[CH:45]=[CH:44][CH:43]=[CH:42][CH:41]=3)[CH:32]=2)[CH:24]=1.[C:46](N1C=CN=C1)(N1C=CN=C1)=O.[N-]1C=CN=C1.S1C=CN=C1. (5) Given the product [Cl:23][C:24]1[CH:25]=[C:26]([C:2]2[CH:3]=[C:4]3[C:9](=[CH:10][CH:11]=2)[O:8][CH:7]2[CH2:17][O:39][CH2:40][CH2:41][CH:6]2[C:5]23[CH2:21][O:20][C:19]([NH2:22])=[N:18]2)[CH:27]=[N:28][CH:29]=1, predict the reactants needed to synthesize it. The reactants are: Br[C:2]1[C:11](F)=[CH:10][C:9]2[O:8][C:7]3([CH3:17])CCOC[CH:6]3[C:5]3([CH2:21][O:20][C:19]([NH2:22])=[N:18]3)[C:4]=2[CH:3]=1.[Cl:23][C:24]1[CH:25]=[C:26](B(O)O)[CH:27]=[N:28][CH:29]=1.C(=O)([O-])[O-].[Na+].[Na+].[O:39]1CCO[CH2:41][CH2:40]1. (6) Given the product [F:1][C:2]1[CH:7]=[CH:6][CH:5]=[CH:4][C:3]=1[CH2:8][CH2:9][CH2:10][C:11]1[O:15][N:14]=[C:13]([C:16]([OH:18])=[O:17])[CH:12]=1, predict the reactants needed to synthesize it. The reactants are: [F:1][C:2]1[CH:7]=[CH:6][CH:5]=[CH:4][C:3]=1[CH2:8][CH2:9][CH2:10][C:11]1[O:15][N:14]=[C:13]([C:16]([O:18]CC)=[O:17])[CH:12]=1.[OH-].[K+].O. (7) Given the product [Cl:1][C:2]1[CH:7]=[CH:6][C:5]([C:24]2[C:25]([C:26]([O:28][CH3:29])=[O:27])=[CH:30][CH:31]=[CH:32][CH:33]=2)=[CH:4][C:3]=1[C:11]([NH:13][CH2:14][CH2:15][C:16]1[CH:21]=[CH:20][CH:19]=[CH:18][C:17]=1[Cl:22])=[O:12], predict the reactants needed to synthesize it. The reactants are: [Cl:1][C:2]1[CH:7]=[CH:6][C:5](B(O)O)=[CH:4][C:3]=1[C:11]([NH:13][CH2:14][CH2:15][C:16]1[CH:21]=[CH:20][CH:19]=[CH:18][C:17]=1[Cl:22])=[O:12].Br[C:24]1[CH:33]=[CH:32][CH:31]=[CH:30][C:25]=1[C:26]([O:28][CH3:29])=[O:27].C(=O)([O-])[O-].[K+].[K+].O. (8) Given the product [OH:1][C:2]1[CH:28]=[CH:27][C:5]([CH2:6][N:7]([C:17]2[CH:18]=[CH:19][C:20]([CH2:23][CH2:24][CH2:25][N:29]3[CH2:33][CH2:32][CH2:31][CH2:30]3)=[CH:21][CH:22]=2)[S:8]([C:11]2[CH:16]=[CH:15][CH:14]=[CH:13][CH:12]=2)(=[O:9])=[O:10])=[CH:4][CH:3]=1, predict the reactants needed to synthesize it. The reactants are: [OH:1][C:2]1[CH:28]=[CH:27][C:5]([CH2:6][N:7]([C:17]2[CH:22]=[CH:21][C:20]([CH2:23][CH2:24][CH:25]=O)=[CH:19][CH:18]=2)[S:8]([C:11]2[CH:16]=[CH:15][CH:14]=[CH:13][CH:12]=2)(=[O:10])=[O:9])=[CH:4][CH:3]=1.[NH:29]1[CH2:33][CH2:32][CH2:31][CH2:30]1.[BH-](OC(C)=O)(OC(C)=O)OC(C)=O.[Na+].C(=O)(O)[O-].[Na+]. (9) Given the product [Cl:26][C:27]1[CH:28]=[C:29]([CH:30]=[CH:31][CH:32]=1)[O:33][C:15]1[CH:16]=[N:17][C:10]2[N:9]([CH3:24])[C:8](=[O:25])[N:7]([CH2:6][CH2:5][CH2:4][OH:3])[C:12](=[O:13])[C:11]=2[C:14]=1[CH2:19][CH2:20][CH:21]([CH3:22])[CH3:23], predict the reactants needed to synthesize it. The reactants are: C([O:3][CH2:4][CH2:5][CH2:6][N:7]1[C:12](=[O:13])[C:11]2[C:14]([CH2:19][CH2:20][CH:21]([CH3:23])[CH3:22])=[C:15](Br)[CH:16]=[N:17][C:10]=2[N:9]([CH3:24])[C:8]1=[O:25])=O.[Cl:26][C:27]1[CH:28]=[C:29]([OH:33])[CH:30]=[CH:31][CH:32]=1.C([O-])([O-])=O.[Cs+].[Cs+].CN(C)CCC(O)=O. (10) Given the product [NH2:1][C:2]1[CH:3]=[C:4]([C:9]2[C:21](=[O:22])[N:20]([CH2:23][CH3:24])[C:12]3[N:13]=[C:14]([NH:26][CH3:25])[N:15]=[CH:16][C:11]=3[CH:10]=2)[CH:5]=[CH:6][C:7]=1[F:8], predict the reactants needed to synthesize it. The reactants are: [NH2:1][C:2]1[CH:3]=[C:4]([C:9]2[C:21](=[O:22])[N:20]([CH2:23][CH3:24])[C:12]3[N:13]=[C:14](S(C)=O)[N:15]=[CH:16][C:11]=3[CH:10]=2)[CH:5]=[CH:6][C:7]=1[F:8].[CH3:25][NH2:26].C1COCC1.O.